Dataset: Full USPTO retrosynthesis dataset with 1.9M reactions from patents (1976-2016). Task: Predict the reactants needed to synthesize the given product. (1) The reactants are: C([C:3]1[CH:25]=[CH:24][C:6]([C:7]([NH:9][C:10]2[CH:15]=[CH:14][CH:13]=[CH:12][C:11]=2[NH:16][C:17](=[O:23])[O:18][C:19]([CH3:22])([CH3:21])[CH3:20])=[O:8])=[CH:5][CH:4]=1)=O.C1(P(=[CH:45][C:46]([O:48][CH3:49])=[O:47])(C2C=CC=CC=2)C2C=CC=CC=2)C=CC=CC=1.[C:50]1(C)C=CC=CC=1. Given the product [C:19]([O:18][C:17]([NH:16][C:11]1[CH:12]=[CH:13][CH:14]=[CH:15][C:10]=1[NH:9][C:7]([C:6]1[CH:24]=[CH:25][C:3]([CH:50]=[CH:45][C:46]([O:48][CH3:49])=[O:47])=[CH:4][CH:5]=1)=[O:8])=[O:23])([CH3:20])([CH3:22])[CH3:21], predict the reactants needed to synthesize it. (2) Given the product [Cl:1][CH2:2][CH2:3][O:4][CH2:5][C:6]1([C:12](=[NH:15])[NH:13][O:14][C:16](=[CH:17][C:18]([O:20][CH2:21][CH3:22])=[O:19])[C:23]([O:25][CH2:26][CH3:27])=[O:24])[CH2:7][CH2:8][O:9][CH2:10][CH2:11]1, predict the reactants needed to synthesize it. The reactants are: [Cl:1][CH2:2][CH2:3][O:4][CH2:5][C:6]1([C:12](=[NH:15])[NH:13][OH:14])[CH2:11][CH2:10][O:9][CH2:8][CH2:7]1.[C:16]([C:23]([O:25][CH2:26][CH3:27])=[O:24])#[C:17][C:18]([O:20][CH2:21][CH3:22])=[O:19]. (3) Given the product [F:16][CH:14]([F:15])[O:13][C:12]1[C:7]([OH:6])=[C:8](/[CH:17]=[CH:18]/[C:19]2[N:20]=[C:21]3[N:25]([C:26]=2[C:27]([O:29][CH2:30][CH3:31])=[O:28])[CH:24]=[CH:23][S:22]3)[CH:9]=[CH:10][CH:11]=1, predict the reactants needed to synthesize it. The reactants are: C1([O:6][C:7]2[C:12]([O:13][CH:14]([F:16])[F:15])=[CH:11][CH:10]=[CH:9][C:8]=2/[CH:17]=[CH:18]/[C:19]2[N:20]=[C:21]3[N:25]([C:26]=2[C:27]([O:29][CH2:30][CH3:31])=[O:28])[CH:24]=[CH:23][S:22]3)CCCC1.C1(OC2C(OC(F)F)=CC=CC=2/C=C/C2N=C3N(C=2C(O)=O)C=CS3)CCCC1.C(O)(=O)C.C([O-])(O)=O.[Na+]. (4) Given the product [C:2]1([N:8]2[C:28]([CH2:29][CH2:30][CH3:31])=[N:27][C:26]([C:25]3[CH:33]=[CH:34][CH:35]=[CH:36][CH:37]=3)=[N:9]2)[CH:7]=[CH:6][CH:5]=[CH:4][CH:3]=1, predict the reactants needed to synthesize it. The reactants are: Cl.[C:2]1([NH:8][NH2:9])[CH:7]=[CH:6][CH:5]=[CH:4][CH:3]=1.C(Cl)(Cl)(Cl)Cl.C(N(CC)CC)C.C(O[C:25]1([CH:37]=[CH:36][CH:35]=[CH:34][CH2:33]1)[CH:26]=[N:27][C:28](=O)[CH2:29][CH2:30][CH3:31])C. (5) Given the product [Br:9][C:4]1[CH:3]=[C:2]([C:12]2[CH2:13][C:14]3[C:6]([CH:11]=2)=[CH:7][CH:2]=[CH:3][CH:4]=3)[CH:7]=[C:6]([Br:8])[CH:5]=1, predict the reactants needed to synthesize it. The reactants are: Br[C:2]1[CH:7]=[C:6]([Br:8])[CH:5]=[C:4]([Br:9])[CH:3]=1.[Li][CH2:11][CH2:12][CH2:13][CH3:14].O. (6) Given the product [CH2:1]([N:5]1[C:13]([CH2:14][C:15]2[CH:16]=[C:17]([O:21][CH3:22])[CH:18]=[CH:19][C:20]=2[I:24])=[N:12][C:11]2[C:6]1=[N:7][CH:8]=[N:9][C:10]=2[NH2:23])[CH2:2][CH2:3][CH3:4], predict the reactants needed to synthesize it. The reactants are: [CH2:1]([N:5]1[C:13]([CH2:14][C:15]2[CH:20]=[CH:19][CH:18]=[C:17]([O:21][CH3:22])[CH:16]=2)=[N:12][C:11]2[C:6]1=[N:7][CH:8]=[N:9][C:10]=2[NH2:23])[CH2:2][CH2:3][CH3:4].[I:24]NC(=O)CCC(N)=O.C([O-])([O-])=O.[K+].[K+].